Dataset: NCI-60 drug combinations with 297,098 pairs across 59 cell lines. Task: Regression. Given two drug SMILES strings and cell line genomic features, predict the synergy score measuring deviation from expected non-interaction effect. (1) Drug 1: C1CCC(CC1)NC(=O)N(CCCl)N=O. Drug 2: C1=NNC2=C1C(=O)NC=N2. Cell line: IGROV1. Synergy scores: CSS=34.7, Synergy_ZIP=-2.98, Synergy_Bliss=4.80, Synergy_Loewe=-1.89, Synergy_HSA=5.19. (2) Cell line: OVCAR-8. Synergy scores: CSS=11.2, Synergy_ZIP=-4.17, Synergy_Bliss=-1.22, Synergy_Loewe=-10.1, Synergy_HSA=-3.88. Drug 2: N.N.Cl[Pt+2]Cl. Drug 1: C1=CC(=CC=C1CC(C(=O)O)N)N(CCCl)CCCl.Cl. (3) Drug 1: CC(C1=C(C=CC(=C1Cl)F)Cl)OC2=C(N=CC(=C2)C3=CN(N=C3)C4CCNCC4)N. Drug 2: CN(C)N=NC1=C(NC=N1)C(=O)N. Cell line: HCT-15. Synergy scores: CSS=9.74, Synergy_ZIP=-0.314, Synergy_Bliss=3.30, Synergy_Loewe=-0.429, Synergy_HSA=1.67. (4) Drug 1: CC=C1C(=O)NC(C(=O)OC2CC(=O)NC(C(=O)NC(CSSCCC=C2)C(=O)N1)C(C)C)C(C)C. Drug 2: CC1=C(C(=CC=C1)Cl)NC(=O)C2=CN=C(S2)NC3=CC(=NC(=N3)C)N4CCN(CC4)CCO. Cell line: 786-0. Synergy scores: CSS=23.7, Synergy_ZIP=-6.42, Synergy_Bliss=-4.87, Synergy_Loewe=-45.9, Synergy_HSA=-5.84. (5) Drug 1: C1=CC(=CC=C1CCC2=CNC3=C2C(=O)NC(=N3)N)C(=O)NC(CCC(=O)O)C(=O)O. Drug 2: C1C(C(OC1N2C=NC3=C(N=C(N=C32)Cl)N)CO)O. Cell line: HCT-15. Synergy scores: CSS=34.6, Synergy_ZIP=-6.01, Synergy_Bliss=-6.90, Synergy_Loewe=-12.6, Synergy_HSA=-4.91. (6) Drug 1: C1=CC(=C2C(=C1NCCNCCO)C(=O)C3=C(C=CC(=C3C2=O)O)O)NCCNCCO. Drug 2: C1=CC(=CC=C1CC(C(=O)O)N)N(CCCl)CCCl.Cl. Cell line: K-562. Synergy scores: CSS=69.4, Synergy_ZIP=15.9, Synergy_Bliss=17.1, Synergy_Loewe=0.299, Synergy_HSA=16.9. (7) Drug 1: CNC(=O)C1=CC=CC=C1SC2=CC3=C(C=C2)C(=NN3)C=CC4=CC=CC=N4. Drug 2: COC1=NC(=NC2=C1N=CN2C3C(C(C(O3)CO)O)O)N. Cell line: A498. Synergy scores: CSS=4.45, Synergy_ZIP=1.01, Synergy_Bliss=4.77, Synergy_Loewe=-7.29, Synergy_HSA=0.375. (8) Drug 1: CC1=C2C(C(=O)C3(C(CC4C(C3C(C(C2(C)C)(CC1OC(=O)C(C(C5=CC=CC=C5)NC(=O)OC(C)(C)C)O)O)OC(=O)C6=CC=CC=C6)(CO4)OC(=O)C)O)C)O. Drug 2: COCCOC1=C(C=C2C(=C1)C(=NC=N2)NC3=CC=CC(=C3)C#C)OCCOC.Cl. Cell line: NCI-H226. Synergy scores: CSS=0.450, Synergy_ZIP=0.542, Synergy_Bliss=0.219, Synergy_Loewe=0.388, Synergy_HSA=0.453.